Dataset: Full USPTO retrosynthesis dataset with 1.9M reactions from patents (1976-2016). Task: Predict the reactants needed to synthesize the given product. (1) Given the product [CH2:1]([Si:3]([CH2:12][CH3:13])([CH2:10][CH3:11])[C:4]#[C:5][CH2:6][CH2:7][CH2:8][I:14])[CH3:2], predict the reactants needed to synthesize it. The reactants are: [CH2:1]([Si:3]([CH2:12][CH3:13])([CH2:10][CH3:11])[C:4]#[C:5][CH2:6][CH2:7][CH2:8]O)[CH3:2].[I-:14].[I-].C1(P(C2C=CC=CC=2)C2C=CC=CC=2)C=CC=CC=1.N1C=CN=C1. (2) Given the product [C:6]1([C:1](=[O:5])[C:2](=[N:12][OH:13])[CH2:3][CH3:4])[CH:11]=[CH:10][CH:9]=[CH:8][CH:7]=1, predict the reactants needed to synthesize it. The reactants are: [C:1]([C:6]1[CH:11]=[CH:10][CH:9]=[CH:8][CH:7]=1)(=[O:5])[CH2:2][CH2:3][CH3:4].[N:12](OC(C)(C)C)=[O:13].Cl.